This data is from Full USPTO retrosynthesis dataset with 1.9M reactions from patents (1976-2016). The task is: Predict the reactants needed to synthesize the given product. (1) Given the product [CH2:1]([O:3][C:4](=[O:13])[C:5]([CH3:7])([C:8]1[N:9]=[CH:10][N:11]([CH3:18])[CH:12]=1)[CH3:6])[CH3:2], predict the reactants needed to synthesize it. The reactants are: [CH2:1]([O:3][C:4](=[O:13])[C:5]([C:8]1[N:9]=[CH:10][NH:11][CH:12]=1)([CH3:7])[CH3:6])[CH3:2].[H-].[Na+].CI.[C:18](=O)([O-])O.[Na+]. (2) Given the product [I:1]([OH:5])(=[O:4])(=[O:3])=[O:2].[O-2:14].[O-2:6].[O-2:2].[Cr+6:9].[C:10]([O:14][C@@H:15]([C:18]1[C:19]([C:30]2[CH:31]=[CH:32][C:33]([Cl:36])=[CH:34][CH:35]=2)=[C:20]2[C:25](=[CH:26][C:27]=1[CH3:28])[NH:24][C:23](=[O:29])[CH:22]=[CH:21]2)[C:16]([OH:6])=[O:17])([CH3:13])([CH3:11])[CH3:12], predict the reactants needed to synthesize it. The reactants are: [I:1]([OH:5])(=[O:4])(=[O:3])=[O:2].[O-2:6].[O-2].[O-2].[Cr+6:9].[C:10]([O:14][C@@H:15]([C:18]1[C:19]([C:30]2[CH:35]=[CH:34][C:33]([Cl:36])=[CH:32][CH:31]=2)=[C:20]2[C:25](=[CH:26][C:27]=1[CH3:28])[NH:24][C:23](=[O:29])[CH:22]=[CH:21]2)[CH2:16][OH:17])([CH3:13])([CH3:12])[CH3:11]. (3) Given the product [C:18]([NH2:20])(=[O:19])[C:17]1[CH:25]=[CH:26][CH:14]=[CH:15][CH:16]=1, predict the reactants needed to synthesize it. The reactants are: [Si](OC1C=C(C=CC=1)C([C:14]1[CH:26]=[CH:25][C:17]([C:18]([N:20](CC)CC)=[O:19])=[CH:16][CH:15]=1)O)(C(C)(C)C)(C)C.S(Cl)(Cl)=O.C[C@H]1CN[C@H](C)CN1.O.[F-].C([N+](CC)(CC)CC)C. (4) The reactants are: O=C1C2C=CC=CC=2C(=O)[N:3]1[CH2:12][C@@H:13]([NH:21][C:22]([NH:24][NH:25][C:26]([C:28]1[CH:29]=[C:30]2[C:34](=[CH:35][CH:36]=1)[NH:33][N:32]=[C:31]2[CH:37]([CH3:39])[CH3:38])=O)=[S:23])[CH2:14][C:15]1[CH:20]=[CH:19][CH:18]=[CH:17][CH:16]=1.N[C@@H](CC1C=CC=CC=1)CN1C(=O)C2C=CC=CC=2C1=O.C(N(CC)CC)C.N1C=CC=CC=1OC(OC1C=CC=CN=1)=S.CC(C1C2C(=CC=C(C(NN)=O)C=2)NN=1)C. Given the product [NH2:3][CH2:12][C@@H:13]([NH:21][C:22]1[S:23][C:26]([C:28]2[CH:29]=[C:30]3[C:34](=[CH:35][CH:36]=2)[NH:33][N:32]=[C:31]3[CH:37]([CH3:39])[CH3:38])=[N:25][N:24]=1)[CH2:14][C:15]1[CH:20]=[CH:19][CH:18]=[CH:17][CH:16]=1, predict the reactants needed to synthesize it. (5) The reactants are: Br[C:2]1[S:3][CH:4]=[C:5]([Br:7])[CH:6]=1.[N:8]1[CH:13]=[CH:12][C:11](B(O)O)=[CH:10][CH:9]=1.C(=O)([O-])[O-].[K+].[K+]. Given the product [Br:7][C:5]1[CH:6]=[C:2]([C:11]2[CH:12]=[CH:13][N:8]=[CH:9][CH:10]=2)[S:3][CH:4]=1, predict the reactants needed to synthesize it. (6) The reactants are: [NH2:1][C:2]12[CH2:11][CH:6]3[CH2:7][CH:8]([CH2:10][CH:4]([C:5]3=[O:12])[CH2:3]1)[CH2:9]2.[S:13]1[CH:17]=[CH:16][CH:15]=[C:14]1[CH:18]=O.C([BH3-])#N.[Na+]. Given the product [S:13]1[CH:17]=[CH:16][CH:15]=[C:14]1[CH2:18][NH:1][C:2]12[CH2:11][CH:6]3[CH2:7][CH:8]([CH2:10][CH:4]([C:5]3=[O:12])[CH2:3]1)[CH2:9]2, predict the reactants needed to synthesize it. (7) Given the product [CH3:1][O:2][C:3](=[O:24])[CH:4]([NH:20][C:21](=[O:23])[CH3:22])[CH2:5][C:6]1[CH:11]=[CH:10][CH:9]=[C:8]([OH:12])[CH:7]=1, predict the reactants needed to synthesize it. The reactants are: [CH3:1][O:2][C:3](=[O:24])[C:4]([NH:20][C:21](=[O:23])[CH3:22])=[CH:5][C:6]1[CH:11]=[CH:10][CH:9]=[C:8]([O:12]CC2C=CC=CC=2)[CH:7]=1.O.[H][H].